This data is from Experimentally validated miRNA-target interactions with 360,000+ pairs, plus equal number of negative samples. The task is: Binary Classification. Given a miRNA mature sequence and a target amino acid sequence, predict their likelihood of interaction. (1) The miRNA is hsa-miR-7151-3p with sequence CUACAGGCUGGAAUGGGCUCA. The protein sequence of the target gene is MDVTVSELLELFLQSPLVTWVKTFGPFGSGSQDNLTMYMDLVDGIFLNQIMLQIDPRPTNQRINKHVNNDVNLRIQNLTILVRNIKTYYQEVLQQLIVMNLPNVLMIGRDPLSGKSMEEIKKVLLLVLGCAVQCERKEEFIERIKQLDIETQAGIVAHIQEVTHNQENVFDLQWLELPDVAPEELEALSRSMVLHLRRLIDQRDECTELIVDLTQERDYLQAQHPPSPIKSSSADSTPSPTSSLSSEDKQHLAVELADTKARLRRVRQELEDKTEQLVDTRHEVDQLVLELQKVKQENIQ.... Result: 0 (no interaction). (2) The miRNA is hsa-miR-518c-3p with sequence CAAAGCGCUUCUCUUUAGAGUGU. The protein sequence of the target gene is MQEAPAALPTEPGPSPVPAFLGKLWALVGDPGTDHLIRWSPSGTSFLVSDQSRFAKEVLPQYFKHSNMASFVRQLNMYGFRKVVSIEQGGLLRPERDHVEFQHPSFVRGREQLLERVRRKVPALRGDDGRWRPEDLGRLLGEVQALRGVQESTEARLRELRQQNEILWREVVTLRQSHGQQHRVIGKLIQCLFGPLQAGPSNAGGKRKLSLMLDEGSSCPTPAKFNTCPLPGALLQDPYFIQSPLPETNLGLSPHRARGPIISDIPEDSPSPEGTRLSPSSDGRREKGLALLKEEPASPG.... Result: 0 (no interaction). (3) The miRNA is hsa-miR-16-5p with sequence UAGCAGCACGUAAAUAUUGGCG. The protein sequence of the target gene is MPEEMDKPLISLHLVDSDSSLAKVPDEAPKVGILGSGDFARSLATRLVGSGFKVVVGSRNPKRTARLFPSAAQVTFQEEAVSSPEVIFVAVFREHYSSLCSLSDQLAGKILVDVSNPTEQEHLQHRESNAEYLASLFPTCTVVKAFNVISAWTLQAGPRDGNRQVPICGDQPEAKRAVSEMALAMGFMPVDMGSLASAWEVEAMPLRLLPAWKVPTLLALGLFVCFYAYNFVRDVLQPYVQESQNKFFKLPVSVVNTTLPCVAYVLLSLVYLPGVLAAALQLRRGTKYQRFPDWLDHWLQ.... Result: 1 (interaction). (4) The miRNA is hsa-miR-6813-5p with sequence CAGGGGCUGGGGUUUCAGGUUCU. The protein sequence of the target gene is MSSTAAFYLLSTLGGYLVTSFLLLKYPTLLHQRKKQRFLSKHISHRGGAGENLENTMAAFQHAVKIGTDMLELDCHITKDEQVVVSHDENLKRATGVNVNISDLKYCELPPYLGKLDVSFQRACQCEGKDNRIPLLKEVFEAFPNTPINIDIKVNNNVLIKKVSELVKRYNREHLTVWGNANYEIVEKCYKENSDIPILFSLQRVLLILGLFFTGLLPFVPIREQFFEIPMPSIILKLKEPHTMSRSQKFLIWLSDLLLMRKALFDHLTARGIQVYIWVLNEEQEYKRAFDLGATGVMTD.... Result: 0 (no interaction). (5) The miRNA is hsa-miR-5192 with sequence AGGAGAGUGGAUUCCAGGUGGU. The protein sequence of the target gene is MASSLLEEEAHYGSSPLAMLTAACSKFGGSSPLRDSTTLGKGGTKKPYADLSAPKTMGDAYPAPFSSTNGLLSPAGSPPAPASGYANDYPPFPHSFPGPTGAQDPGLLVPKGHSSSDCLPSVYTSLDMTHPYGSWYKAGIHAGISPGPGNTPTPWWDMHPGGNWLGGGQGQGDGLQGTLSTGPAQPPLNPQLPTYPSDFAPLNPAPYPAPHLLQPGPQHVLPQDVYKPKAVGNSGQLEGSGAAKPPRGAGTGGSGGYAGSGAGRSTCDCPNCQELERLGAAAAGLRKKPIHSCHIPGCGK.... Result: 0 (no interaction). (6) The miRNA is rno-miR-30e-5p with sequence UGUAAACAUCCUUGACUGGAAG. The protein sequence of the target gene is METSGPGPGESSELEAPGSPDDRLFLVKGGIFLGSAAAAGMLAGFVTTLSLAKKKSPEWFNKGTMATAALPESGSSLALRALGWGSLYAWCGVGVISFAVWKALGVHSMKDFRSKMQSIFPPIPKNHESAEEWEEVLKWK. Result: 0 (no interaction). (7) The miRNA is cel-miR-1829a-3p with sequence CAACCAUUGGAAUUUCUCUAUU. The protein sequence of the target gene is MERCPSLGVTLYALVVVLGLRAAPAGGQHYLHIRPAPSDNLPLVDLIEHPDPIFDPKEKDLNETLLRSLLGGHYDPGFMATSPPEDRPGGGGGPAGGAEDLAELDQLLRQRPSGAMPSEIKGLEFSEGLAQGKKQRLSKKLRRKLQMWLWSQTFCPVLYAWNDLGSRFWPRYVKVGSCFSKRSCSVPEGMVCKPSKSVHLTVLRWRCQRRGGQRCGWIPIQYPIISECKCSC. Result: 0 (no interaction). (8) The miRNA is hsa-miR-3929 with sequence GAGGCUGAUGUGAGUAGACCACU. The protein sequence of the target gene is MAGLNCGVSIALLGVLLLGAARLPRGAEAFEIALPRESNITVLIKLGTPTLLAKPCYIVISKRHITMLSIKSGERIVFTFSCQSPENHFVIEIQKNIDCMSGPCPFGEVQLQPSTSLLPTLNRTFIWDVKAHKSIGLELQFSIPRLRQIGPGESCPDGVTHSISGRIDATVVRIGTFCSNGTVSRIKMQEGVKMALHLPWFHPRNVSGFSIANRSSIKRLCIIESVFEGEGSATLMSANYPEGFPEDELMTWQFVVPAHLRASVSFLNFNLSNCERKEERVEYYIPGSTTNPEVFKLEDK.... Result: 1 (interaction).